Dataset: Forward reaction prediction with 1.9M reactions from USPTO patents (1976-2016). Task: Predict the product of the given reaction. Given the reactants N1C=NC(CC(OCC)=O)=N1.[C:12]1([C:18]([C:37]2[CH:42]=[CH:41][CH:40]=[CH:39][CH:38]=2)([C:31]2[CH:36]=[CH:35][CH:34]=[CH:33][CH:32]=2)[N:19]2[CH:23]=[N:22][C:21]([CH2:24][CH2:25][C:26]([O:28]CC)=[O:27])=[N:20]2)[CH:17]=[CH:16][CH:15]=[CH:14][CH:13]=1, predict the reaction product. The product is: [C:37]1([C:18]([C:12]2[CH:17]=[CH:16][CH:15]=[CH:14][CH:13]=2)([C:31]2[CH:32]=[CH:33][CH:34]=[CH:35][CH:36]=2)[N:19]2[CH:23]=[N:22][C:21]([CH2:24][CH2:25][C:26]([OH:28])=[O:27])=[N:20]2)[CH:38]=[CH:39][CH:40]=[CH:41][CH:42]=1.